Task: Predict the product of the given reaction.. Dataset: Forward reaction prediction with 1.9M reactions from USPTO patents (1976-2016) Given the reactants C([O:4][CH2:5][CH2:6][C:7]1[CH:8]=[C:9]([C:13]([F:20])([F:19])[C:14]([O:16]CC)=[O:15])[CH:10]=[CH:11][CH:12]=1)(=O)C.O.[OH-].[Li+], predict the reaction product. The product is: [F:19][C:13]([F:20])([C:9]1[CH:10]=[CH:11][CH:12]=[C:7]([CH2:6][CH2:5][OH:4])[CH:8]=1)[C:14]([OH:16])=[O:15].